This data is from Forward reaction prediction with 1.9M reactions from USPTO patents (1976-2016). The task is: Predict the product of the given reaction. (1) Given the reactants [CH3:1][C:2]1[CH:40]=[CH:39][CH:38]=[CH:37][C:3]=1[C:4]([O:6][CH2:7][C:8]1[CH:13]=[CH:12][C:11]([CH:14]([CH2:28][NH:29]C(OC(C)(C)C)=O)[C:15]([NH:17][C:18]2[CH:19]=[C:20]3[C:25](=[CH:26][CH:27]=2)[CH:24]=[N:23][CH:22]=[CH:21]3)=[O:16])=[CH:10][CH:9]=1)=[O:5].[ClH:41], predict the reaction product. The product is: [ClH:41].[ClH:41].[CH3:1][C:2]1[CH:40]=[CH:39][CH:38]=[CH:37][C:3]=1[C:4]([O:6][CH2:7][C:8]1[CH:9]=[CH:10][C:11]([CH:14]([CH2:28][NH2:29])[C:15]([NH:17][C:18]2[CH:19]=[C:20]3[C:25](=[CH:26][CH:27]=2)[CH:24]=[N:23][CH:22]=[CH:21]3)=[O:16])=[CH:12][CH:13]=1)=[O:5]. (2) Given the reactants C(OCCCCCCCCCCCCCCCCCC)(=O)C=C.[C:24]([O:29][CH2:30][CH2:31][CH2:32][CH2:33][CH2:34][CH2:35][CH2:36][CH2:37][CH2:38][CH2:39][CH2:40][CH2:41][CH2:42][CH2:43][CH2:44][CH2:45]CCCCCC)(=[O:28])[C:25]([CH3:27])=[CH2:26], predict the reaction product. The product is: [C:24]([O:29][CH2:30][CH2:31][CH2:32][CH2:33][CH2:34][CH2:35][CH2:36][CH2:37][CH2:38][CH3:39])(=[O:28])[C:25]([CH3:27])=[CH2:26].[C:24]([O:29][CH2:30][CH2:31][CH2:32][CH2:33][CH2:34][CH2:35][CH2:36][CH2:37][CH2:38][CH2:39][CH2:40][CH2:41][CH2:42][CH2:43][CH2:44][CH3:45])(=[O:28])[C:25]([CH3:27])=[CH2:26]. (3) Given the reactants C(Cl)(=O)C(Cl)=O.[Cl:7][C:8]1[C:9]2[N:10]([C:17]([CH3:20])=[N:18][CH:19]=2)[C:11]([C:14]([OH:16])=O)=[CH:12][N:13]=1.CN1CCN(C)C1=O.[CH3:29][O:30][CH2:31][CH2:32][CH2:33][NH2:34].C(N(CC)CC)C, predict the reaction product. The product is: [Cl:7][C:8]1[C:9]2[N:10]([C:17]([CH3:20])=[N:18][CH:19]=2)[C:11]([C:14]([NH:34][CH2:33][CH2:32][CH2:31][O:30][CH3:29])=[O:16])=[CH:12][N:13]=1. (4) The product is: [CH2:1]([C:3]([C:28]1[CH:42]=[CH:41][C:31]([O:32][CH2:33][C@@H:34]2[O:39][C:38](=[O:40])[CH2:37][CH2:36][CH2:35]2)=[C:30]([CH3:43])[CH:29]=1)([C:6]1[CH:11]=[CH:10][C:9]([C:12]#[C:13][C:14]([OH:23])([C:15]([F:17])([F:18])[F:16])[C:19]([F:22])([F:21])[F:20])=[C:8]([CH3:27])[CH:7]=1)[CH2:4][CH3:5])[CH3:2]. Given the reactants [CH2:1]([C:3]([C:28]1[CH:42]=[CH:41][C:31]([O:32][CH2:33][C@@H:34]2[O:39][C:38](=[O:40])[CH2:37][CH2:36][CH2:35]2)=[C:30]([CH3:43])[CH:29]=1)([C:6]1[CH:11]=[CH:10][C:9]([C:12]#[C:13][C:14]([O:23]COC)([C:19]([F:22])([F:21])[F:20])[C:15]([F:18])([F:17])[F:16])=[C:8]([CH3:27])[CH:7]=1)[CH2:4][CH3:5])[CH3:2].C[Si](Br)(C)C.C([O-])(O)=O.[Na+], predict the reaction product. (5) Given the reactants [CH:1]([C:3]1[CH:11]=[C:7]([C:8]([OH:10])=[O:9])[C:6]([OH:12])=[CH:5][CH:4]=1)=[O:2].[CH3:13][C:14]([CH3:16])=O, predict the reaction product. The product is: [CH3:13][C:14]1([CH3:16])[O:12][C:6]2[CH:5]=[CH:4][C:3]([CH:1]=[O:2])=[CH:11][C:7]=2[C:8](=[O:10])[O:9]1. (6) Given the reactants [Br:1][C:2]1[CH:7]=[CH:6][C:5]([CH2:8][CH2:9][CH2:10][CH2:11][C:12]([OH:14])=O)=[CH:4][C:3]=1[F:15].[OH-].[Na+].O, predict the reaction product. The product is: [Br:1][C:2]1[C:3]([F:15])=[CH:4][C:5]2[CH2:8][CH2:9][CH2:10][CH2:11][C:12](=[O:14])[C:6]=2[CH:7]=1. (7) Given the reactants [CH2:1]([S:3][C:4]1[C:8]2[CH:9]=[N:10][C:11]([NH:13][C:14]([NH:16][C@@H:17]([C:19]3[CH:24]=[CH:23][CH:22]=[CH:21][CH:20]=3)[CH3:18])=[O:15])=[CH:12][C:7]=2[N:6](C(C2C=CC=CC=2)(C2C=CC=CC=2)C2C=CC=CC=2)[N:5]=1)[CH3:2].C([SiH](CC)CC)C, predict the reaction product. The product is: [CH2:1]([S:3][C:4]1[C:8]2[CH:9]=[N:10][C:11]([NH:13][C:14]([NH:16][C@@H:17]([C:19]3[CH:20]=[CH:21][CH:22]=[CH:23][CH:24]=3)[CH3:18])=[O:15])=[CH:12][C:7]=2[NH:6][N:5]=1)[CH3:2]. (8) Given the reactants Br[CH2:2][C:3]([NH:5][C:6]1[C:15]2[CH2:14][CH:13]([OH:16])[CH2:12][CH2:11][C:10]=2[CH:9]=[CH:8][CH:7]=1)=[O:4].[Cl:17][C:18]1[CH:24]=[CH:23][C:21]([NH2:22])=[CH:20][C:19]=1[C:25]([F:28])([F:27])[F:26].C(=O)([O-])[O-].[K+].[K+].O, predict the reaction product. The product is: [Cl:17][C:18]1[CH:24]=[CH:23][C:21]([NH:22][CH2:2][C:3]([NH:5][C:6]2[C:15]3[CH2:14][CH:13]([OH:16])[CH2:12][CH2:11][C:10]=3[CH:9]=[CH:8][CH:7]=2)=[O:4])=[CH:20][C:19]=1[C:25]([F:26])([F:27])[F:28]. (9) Given the reactants S(C1C=CC(C)=CC=1)(O)(=O)=O.[NH:12]1[CH2:16][CH2:15][N:14]=[C:13]1[NH2:17].[Na].C(NC(C=C([C:29]1[C:30]([NH2:39])=[C:31]([CH:35]=[C:36]([Br:38])[CH:37]=1)[C:32]([O-])=[O:33])C)=O)(C)(C)C, predict the reaction product. The product is: [NH2:39][C:30]1[CH:29]=[CH:37][C:36]([Br:38])=[CH:35][C:31]=1[C:32]([NH:17][C:13]1[NH:14][CH2:15][CH2:16][N:12]=1)=[O:33]. (10) Given the reactants [Cl:1][C:2]1[CH:24]=[CH:23][C:5]([N:6]([C:10](=[O:22])[C@H:11]([OH:21])[C@@H:12]([OH:20])[C:13]([O:15][C:16]([CH3:19])([CH3:18])[CH3:17])=[O:14])[CH2:7][CH2:8]Cl)=[CH:4][CH:3]=1.CN(C=O)C, predict the reaction product. The product is: [Cl:1][C:2]1[CH:24]=[CH:23][C:5]([N:6]2[CH2:7][CH2:8][O:21][C@H:11]([C@@H:12]([OH:20])[C:13]([O:15][C:16]([CH3:19])([CH3:18])[CH3:17])=[O:14])[C:10]2=[O:22])=[CH:4][CH:3]=1.